Dataset: Reaction yield outcomes from USPTO patents with 853,638 reactions. Task: Predict the reaction yield, written as a fraction of the theoretical maximum amount of product (1.0 means a 100% yield; for example, 0.34 means a 34% yield). (1) The reactants are [CH3:1][O:2][C:3]([C:5]1[CH:14]=[C:13]([O:15][CH3:16])[C:12]2[C:7](=[C:8](Br)[CH:9]=[C:10]([F:17])[CH:11]=2)[N:6]=1)=[O:4].C1(P(C2C=CC=CC=2)C2C=CC3C(=CC=CC=3)C=2C2C3C(=CC=CC=3)C=CC=2P(C2C=CC=CC=2)C2C=CC=CC=2)C=CC=CC=1.[CH3:65][N:66]1[CH2:71][CH2:70][NH:69][CH2:68][CH2:67]1.C(=O)([O-])[O-].[Cs+].[Cs+]. The catalyst is C1(C)C=CC=CC=1. The product is [CH3:1][O:2][C:3]([C:5]1[CH:14]=[C:13]([O:15][CH3:16])[C:12]2[C:7](=[C:8]([N:69]3[CH2:70][CH2:71][N:66]([CH3:65])[CH2:67][CH2:68]3)[CH:9]=[C:10]([F:17])[CH:11]=2)[N:6]=1)=[O:4]. The yield is 0.900. (2) The reactants are [CH2:1]([N:4]([CH2:17][C:18]([O:20]CC)=[O:19])[NH:5][C:6](=[O:16])[NH:7][C@@H:8]([C:10]1[CH:15]=[CH:14][CH:13]=[CH:12][CH:11]=1)[CH3:9])[CH:2]=[CH2:3].O.[OH-].[Li+]. No catalyst specified. The product is [CH2:1]([N:4]([CH2:17][C:18]([OH:20])=[O:19])[NH:5][C:6](=[O:16])[NH:7][C@@H:8]([C:10]1[CH:15]=[CH:14][CH:13]=[CH:12][CH:11]=1)[CH3:9])[CH:2]=[CH2:3]. The yield is 0.970.